This data is from Forward reaction prediction with 1.9M reactions from USPTO patents (1976-2016). The task is: Predict the product of the given reaction. (1) Given the reactants Cl.[C:2]([C:5]1[CH:10]=[CH:9][C:8]([NH:11][C:12](=[S:15])[NH:13][NH2:14])=[CH:7][CH:6]=1)([OH:4])=[O:3].[Cl:16][C:17]1[C:18]([OH:26])=[C:19]([CH:22]=[C:23]([Cl:25])[CH:24]=1)[CH:20]=O.O, predict the reaction product. The product is: [C:2]([C:5]1[CH:6]=[CH:7][C:8]([NH:11][C:12](=[S:15])[NH:13][N:14]=[CH:20][C:19]2[CH:22]=[C:23]([Cl:25])[CH:24]=[C:17]([Cl:16])[C:18]=2[OH:26])=[CH:9][CH:10]=1)([OH:4])=[O:3]. (2) Given the reactants [N:1]([C:4]1[CH:9]=[CH:8][C:7]([CH2:10][CH2:11][C:12]([OH:14])=O)=[CH:6][CH:5]=1)=[N+:2]=[N-:3].CCN(C(C)C)C(C)C.FC(F)(F)C(OC1C(F)=C(F)C(F)=C(F)C=1F)=O.[NH2:42][CH2:43][CH2:44][CH2:45][Si:46]([O:51][CH3:52])([O:49][CH3:50])[O:47][CH3:48], predict the reaction product. The product is: [N:1]([C:4]1[CH:5]=[CH:6][C:7]([CH2:10][CH2:11][C:12]([NH:42][CH2:43][CH2:44][CH2:45][Si:46]([O:51][CH3:52])([O:47][CH3:48])[O:49][CH3:50])=[O:14])=[CH:8][CH:9]=1)=[N+:2]=[N-:3]. (3) Given the reactants Cl[C:2]1[C:7]([CH3:8])=[C:6]([C:9]([O:11][CH2:12][CH3:13])=[O:10])[N:5]=[C:4]([C:14]2[CH:19]=[CH:18][C:17]([C:20]([F:23])([F:22])[F:21])=[CH:16][CH:15]=2)[N:3]=1.Cl.[CH3:25][NH:26][CH3:27].C(N(CC)CC)C.C(OCC)(=O)C, predict the reaction product. The product is: [CH3:25][N:26]([CH3:27])[C:2]1[C:7]([CH3:8])=[C:6]([C:9]([O:11][CH2:12][CH3:13])=[O:10])[N:5]=[C:4]([C:14]2[CH:19]=[CH:18][C:17]([C:20]([F:23])([F:22])[F:21])=[CH:16][CH:15]=2)[N:3]=1. (4) Given the reactants [Cl:1][C:2]1[CH:7]=[CH:6][C:5]([C:8]2[CH:13]=[CH:12][N:11]=[C:10]([SH:14])[N:9]=2)=[CH:4][CH:3]=1.[OH-].[K+].I[CH3:18], predict the reaction product. The product is: [Cl:1][C:2]1[CH:3]=[CH:4][C:5]([C:8]2[CH:13]=[CH:12][N:11]=[C:10]([S:14][CH3:18])[N:9]=2)=[CH:6][CH:7]=1. (5) Given the reactants [Br-].[CH2:2]([N+:4]([CH2:7][CH2:8][OH:9])([CH3:6])[CH3:5])[CH3:3].[F:10][S:11]([N-:14][S:15]([F:18])(=[O:17])=[O:16])(=[O:13])=[O:12].[K+], predict the reaction product. The product is: [F:10][S:11]([N-:14][S:15]([F:18])(=[O:17])=[O:16])(=[O:13])=[O:12].[CH2:2]([N+:4]([CH2:7][CH2:8][OH:9])([CH3:6])[CH3:5])[CH3:3]. (6) Given the reactants [F:1][C:2]1([F:26])[CH2:5][CH:4]([C:6]2[O:10][N:9]=[C:8]([C:11]3[CH:12]=[CH:13][C:14]([CH3:25])=[C:15]([NH:17]C(=O)OC(C)(C)C)[CH:16]=3)[N:7]=2)[CH2:3]1.C([O-])([O-])=O.[Na+].[Na+], predict the reaction product. The product is: [F:26][C:2]1([F:1])[CH2:3][CH:4]([C:6]2[O:10][N:9]=[C:8]([C:11]3[CH:12]=[CH:13][C:14]([CH3:25])=[C:15]([CH:16]=3)[NH2:17])[N:7]=2)[CH2:5]1. (7) The product is: [CH3:1][C@H:2]1[CH2:7][C:8]([CH3:13])([CH3:9])[NH:10][C:3]1=[O:4]. Given the reactants [CH3:1][C@@H:2]([CH2:7][C:8]([CH3:13])([N+:10]([O-])=O)[CH3:9])[C:3](OC)=[O:4], predict the reaction product.